From a dataset of Full USPTO retrosynthesis dataset with 1.9M reactions from patents (1976-2016). Predict the reactants needed to synthesize the given product. (1) Given the product [CH3:1][O:24][C:23](=[S:28])[NH:6][C:7]1[C:31]([CH3:30])=[CH:32][CH:33]=[CH:9][N:8]=1, predict the reactants needed to synthesize it. The reactants are: [CH2:1]([Li])CCC.[NH2:6][C:7]1(C)C=CC=[CH:9][NH:8]1.C[Si](C)(C)N[Si](C)(C)C.[C:23](=[O:28])(SC)[S:24]C.O1[CH2:33][CH2:32][CH2:31][CH2:30]1. (2) The reactants are: F[C:2]1[N:7]=[C:6]([N:8]2[C@@H:12]([C@H:13]([OH:15])[CH3:14])[CH2:11][O:10][C:9]2=[O:16])[CH:5]=[CH:4][N:3]=1.[Cl:17][C:18]1[C:23]([Cl:24])=[CH:22][CH:21]=[CH:20][C:19]=1[C:25]1[CH:26]=[N:27][C:28]([CH:31]([NH2:33])[CH3:32])=[N:29][CH:30]=1.O. Given the product [Cl:17][C:18]1[C:23]([Cl:24])=[CH:22][CH:21]=[CH:20][C:19]=1[C:25]1[CH:30]=[N:29][C:28]([CH:31]([NH:33][C:2]2[N:7]=[C:6]([N:8]3[C@@H:12]([C@H:13]([OH:15])[CH3:14])[CH2:11][O:10][C:9]3=[O:16])[CH:5]=[CH:4][N:3]=2)[CH3:32])=[N:27][CH:26]=1, predict the reactants needed to synthesize it.